From a dataset of Full USPTO retrosynthesis dataset with 1.9M reactions from patents (1976-2016). Predict the reactants needed to synthesize the given product. (1) Given the product [C:2]([C@@:4]1([CH:26]2[CH2:28][CH2:27]2)[CH2:8][CH2:7][N:6]([C:9]2[CH:14]=[CH:13][N:12]=[C:11]([NH:15][C:16]3[CH:20]=[C:19]([C:21]([NH:31][CH2:29][CH3:30])=[O:22])[N:18]([CH3:24])[N:17]=3)[CH:10]=2)[C:5]1=[O:25])#[N:3], predict the reactants needed to synthesize it. The reactants are: Cl.[C:2]([C@@:4]1([CH:26]2[CH2:28][CH2:27]2)[CH2:8][CH2:7][N:6]([C:9]2[CH:14]=[CH:13][N:12]=[C:11]([NH:15][C:16]3[CH:20]=[C:19]([C:21](O)=[O:22])[N:18]([CH3:24])[N:17]=3)[CH:10]=2)[C:5]1=[O:25])#[N:3].[CH2:29]([N:31]=C=NCCCN(C)C)[CH3:30].ON1C2C=CC=CC=2N=N1.O1CCCC1.C(N)C.Cl.C(N)C.C(=O)([O-])O.[Na+]. (2) Given the product [NH2:1][C:4]1[CH:5]=[CH:6][C:7]([O:8][C@@H:9]2[CH2:14][CH2:13][C@H:12]([C:15]([O:17][CH2:18][CH3:19])=[O:16])[CH2:11][CH2:10]2)=[CH:20][CH:21]=1, predict the reactants needed to synthesize it. The reactants are: [N+:1]([C:4]1[CH:21]=[CH:20][C:7]([O:8][CH:9]2[CH2:14][CH2:13][CH:12]([C:15]([O:17][CH2:18][CH3:19])=[O:16])[CH2:11][CH2:10]2)=[CH:6][CH:5]=1)([O-])=O. (3) Given the product [CH3:23][C:24]1[O:25][C:26]([C:29]2[C:30]([O:40][CH3:41])=[CH:31][C:32]([C:33]([N:56]3[CH2:57][CH2:58][C:53]4([CH2:52][C:51](=[O:63])[C:50]5[C:60](=[CH:61][CH:62]=[C:48]([C:47]6[NH:46][N:45]=[N:44][N:43]=6)[CH:49]=5)[O:59]4)[CH2:54][CH2:55]3)=[O:35])=[CH:36][C:37]=2[O:38][CH3:39])=[CH:27][N:28]=1, predict the reactants needed to synthesize it. The reactants are: C1C=CC2N(O)N=NC=2C=1.CCN=C=NCCCN(C)C.Cl.[CH3:23][C:24]1[O:25][C:26]([C:29]2[C:37]([O:38][CH3:39])=[CH:36][C:32]([C:33]([OH:35])=O)=[CH:31][C:30]=2[O:40][CH3:41])=[CH:27][N:28]=1.Cl.[NH:43]1[C:47]([C:48]2[CH:49]=[C:50]3[C:60](=[CH:61][CH:62]=2)[O:59][C:53]2([CH2:58][CH2:57][NH:56][CH2:55][CH2:54]2)[CH2:52][C:51]3=[O:63])=[N:46][N:45]=[N:44]1.